Task: Predict the product of the given reaction.. Dataset: Forward reaction prediction with 1.9M reactions from USPTO patents (1976-2016) (1) Given the reactants C([C:5]1C=C(C)C=C(C(C)(C)C)[C:6]=1[OH:16])(C)(C)C.[C:17]([O:21]CCCCCC[O:21][C:17](=[O:20])[CH:18]=[CH2:19])(=[O:20])[CH:18]=[CH2:19].C(OCCO)(=O)C=C.[N-:41]=[C:42]=[O:43], predict the reaction product. The product is: [C:17]([OH:21])(=[O:20])[CH:18]=[CH2:19].[NH2:41][C:42]([O:16][CH2:6][CH3:5])=[O:43]. (2) Given the reactants Br[C:2]1[C:10]2[N:9]3[CH2:11][CH2:12][CH2:13][NH:14][C:15](=[O:16])[C:8]3=[CH:7][C:6]=2[CH:5]=[C:4]([C:17]#[N:18])[CH:3]=1.[C:19]([C:21]1[CH:26]=[CH:25][C:24](B(O)O)=[CH:23][CH:22]=1)#[N:20], predict the reaction product. The product is: [C:19]([C:21]1[CH:26]=[CH:25][C:24]([C:2]2[C:10]3[N:9]4[CH2:11][CH2:12][CH2:13][NH:14][C:15](=[O:16])[C:8]4=[CH:7][C:6]=3[CH:5]=[C:4]([C:17]#[N:18])[CH:3]=2)=[CH:23][CH:22]=1)#[N:20]. (3) Given the reactants [F:1][C:2]1[CH:7]=[CH:6][C:5]([NH:8][C:9]2[C:10]3[C:17]([CH3:18])=[C:16]([C:19]([O:21]C)=[O:20])[S:15][C:11]=3[N:12]=[CH:13][N:14]=2)=[C:4]([O:23][CH:24]2[CH2:28][CH2:27][CH:26]([OH:29])[CH2:25]2)[CH:3]=1.Cl, predict the reaction product. The product is: [F:1][C:2]1[CH:7]=[CH:6][C:5]([NH:8][C:9]2[C:10]3[C:17]([CH3:18])=[C:16]([C:19]([OH:21])=[O:20])[S:15][C:11]=3[N:12]=[CH:13][N:14]=2)=[C:4]([O:23][CH:24]2[CH2:28][CH2:27][CH:26]([OH:29])[CH2:25]2)[CH:3]=1. (4) Given the reactants CS(O[CH2:6][C@@H:7]1[C@H:10]([NH:11][C:12]([O:14][CH2:15][C:16]2[CH:21]=[CH:20][CH:19]=[CH:18][CH:17]=2)=[O:13])[C:9](=[O:22])[N:8]1[CH2:23][C:24]1[CH:29]=[CH:28][C:27]([O:30][CH3:31])=[CH:26][C:25]=1[O:32][CH3:33])(=O)=O.[CH3:34][C:35]1[N:39]=[CH:38][NH:37][N:36]=1.C([O-])([O-])=O.[K+].[K+].[Na+].[I-], predict the reaction product. The product is: [CH3:33][O:32][C:25]1[CH:26]=[C:27]([O:30][CH3:31])[CH:28]=[CH:29][C:24]=1[CH2:23][N:8]1[C:9](=[O:22])[C@@H:10]([NH:11][C:12](=[O:13])[O:14][CH2:15][C:16]2[CH:17]=[CH:18][CH:19]=[CH:20][CH:21]=2)[C@H:7]1[CH2:6][N:36]1[C:35]([CH3:34])=[N:39][CH:38]=[N:37]1. (5) Given the reactants [Cl:1][C:2]1[CH:3]=[C:4]([C:9]2([OH:14])[CH2:13][CH2:12][NH:11][CH2:10]2)[CH:5]=[C:6]([F:8])[CH:7]=1.C(#N)C.C(=O)([O-])[O-].[K+].[K+].I[CH2:25][CH2:26][CH3:27], predict the reaction product. The product is: [Cl:1][C:2]1[CH:3]=[C:4]([C:9]2([OH:14])[CH2:13][CH2:12][N:11]([CH2:25][CH2:26][CH3:27])[CH2:10]2)[CH:5]=[C:6]([F:8])[CH:7]=1. (6) Given the reactants [CH3:1][C:2]1([CH3:20])[CH2:15][C:14]2[C:13](=O)[C:12]3[C:11]([C:17]([O-])=[O:18])=[CH:10][CH:9]=[CH:8][C:7]=3[NH:6][C:5]=2[CH2:4][CH2:3]1.O.[NH2:22][NH2:23].C(O)(=O)C.C([O-])(O)=O.[Na+], predict the reaction product. The product is: [CH3:1][C:2]1([CH3:20])[CH2:3][CH2:4][C:5]2[NH:6][C:7]3[C:12]4=[C:11]([C:17](=[O:18])[NH:22][N:23]=[C:13]4[C:14]=2[CH2:15]1)[CH:10]=[CH:9][CH:8]=3.